The task is: Predict the product of the given reaction.. This data is from Forward reaction prediction with 1.9M reactions from USPTO patents (1976-2016). (1) Given the reactants C([N:8]1[CH2:13][C:12]([C:14]2[CH:19]=[CH:18][CH:17]=[CH:16][CH:15]=2)=[C:11]([C:20]([O:22][CH2:23][CH3:24])=[O:21])[CH2:10][CH2:9]1)C1C=CC=CC=1.C([O-])=O.[NH4+], predict the reaction product. The product is: [C:14]1([C@H:12]2[C@@H:11]([C:20]([O:22][CH2:23][CH3:24])=[O:21])[CH2:10][CH2:9][NH:8][CH2:13]2)[CH:15]=[CH:16][CH:17]=[CH:18][CH:19]=1. (2) Given the reactants C([O:8][C:9]1[CH:14]=[CH:13][C:12]([NH:15][C:16](=[O:22])[CH2:17][S:18]([CH3:21])(=[O:20])=[O:19])=[CH:11][CH:10]=1)C1C=CC=CC=1.OC1C=CC(NC(C2C=CC=CN=2)=O)=CC=1, predict the reaction product. The product is: [OH:8][C:9]1[CH:10]=[CH:11][C:12]([NH:15][C:16](=[O:22])[CH2:17][S:18]([CH3:21])(=[O:20])=[O:19])=[CH:13][CH:14]=1. (3) The product is: [Cl:28][C:26]1[CH:27]=[C:22]([CH:23]=[C:24]([Cl:29])[CH:25]=1)[CH2:21][O:20][C:18]([N:15]1[CH2:16][CH2:17][CH:12]([NH:11][C:9](=[O:10])[CH2:8][CH2:7][CH2:6][CH2:5][C:4]([OH:30])=[O:3])[CH2:13][CH2:14]1)=[O:19]. Given the reactants C([O:3][C:4](=[O:30])[CH2:5][CH2:6][CH2:7][CH2:8][C:9]([NH:11][CH:12]1[CH2:17][CH2:16][N:15]([C:18]([O:20][CH2:21][C:22]2[CH:27]=[C:26]([Cl:28])[CH:25]=[C:24]([Cl:29])[CH:23]=2)=[O:19])[CH2:14][CH2:13]1)=[O:10])C.O[Li].O.Cl, predict the reaction product. (4) Given the reactants [CH3:1][C:2]1[NH:3][C:4]2[CH:10]=[C:9]([C:11]([OH:13])=[O:12])[CH:8]=[CH:7][C:5]=2[N:6]=1.OS(O)(=O)=O.[CH3:19]O, predict the reaction product. The product is: [CH3:19][O:12][C:11]([C:9]1[CH:8]=[CH:7][C:5]2[N:6]=[C:2]([CH3:1])[NH:3][C:4]=2[CH:10]=1)=[O:13]. (5) Given the reactants CO[N:3]=[C:4]([C:13]1[CH:18]=[CH:17][C:16]([Cl:19])=[CH:15][CH:14]=1)[CH:5]([NH2:12])[CH2:6][CH:7]1[CH2:11][CH2:10][CH2:9][CH2:8]1.[Li], predict the reaction product. The product is: [Cl:19][C:16]1[CH:15]=[CH:14][C:13]([CH:4]([NH2:3])[CH:5]([NH2:12])[CH2:6][CH:7]2[CH2:8][CH2:9][CH2:10][CH2:11]2)=[CH:18][CH:17]=1. (6) Given the reactants [Cl:1][C:2]1[CH:7]=[CH:6][C:5]([CH:8]([C:25]2[CH:30]=[CH:29][C:28]([Cl:31])=[CH:27][CH:26]=2)[N:9]2[CH2:12][CH:11]([CH:13]([C:17]3[CH:22]=[C:21]([F:23])[CH:20]=[C:19]([F:24])[CH:18]=3)[C:14]([CH3:16])=[O:15])[CH2:10]2)=[CH:4][CH:3]=1.[CH3:32][Mg]Cl.O.O.O.O.O.O.O.O.O.O.S([O-])([O-])(=O)=O.[Na+].[Na+], predict the reaction product. The product is: [Cl:31][C:28]1[CH:27]=[CH:26][C:25]([CH:8]([C:5]2[CH:6]=[CH:7][C:2]([Cl:1])=[CH:3][CH:4]=2)[N:9]2[CH2:12][CH:11]([CH:13]([C:17]3[CH:18]=[C:19]([F:24])[CH:20]=[C:21]([F:23])[CH:22]=3)[C:14]([CH3:32])([OH:15])[CH3:16])[CH2:10]2)=[CH:30][CH:29]=1.